Dataset: Reaction yield outcomes from USPTO patents with 853,638 reactions. Task: Predict the reaction yield, written as a fraction of the theoretical maximum amount of product (1.0 means a 100% yield; for example, 0.34 means a 34% yield). (1) The reactants are [NH:1]([C:5]1[CH:11]=[CH:10][C:8]([OH:9])=[CH:7][CH:6]=1)[C:2]([CH3:4])=[O:3].[Br:12][CH2:13][C:14](Cl)=[O:15]. The catalyst is C1COCC1. The product is [Br:12][CH2:13][C:14]([O:9][C:8]1[CH:10]=[CH:11][C:5]([NH:1][C:2](=[O:3])[CH3:4])=[CH:6][CH:7]=1)=[O:15]. The yield is 0.280. (2) The reactants are [C:1]([N:8]1[CH2:13][CH2:12][CH:11]([OH:14])[CH2:10][CH2:9]1)([O:3][C:4]([CH3:7])([CH3:6])[CH3:5])=[O:2].[H-].[Na+].F[C:18]1[CH:23]=[CH:22][CH:21]=[CH:20][C:19]=1[S:24][CH3:25]. The catalyst is CN(C)C=O.C(OCC)(=O)C. The product is [CH3:25][S:24][C:19]1[CH:20]=[CH:21][CH:22]=[CH:23][C:18]=1[O:14][CH:11]1[CH2:12][CH2:13][N:8]([C:1]([O:3][C:4]([CH3:7])([CH3:6])[CH3:5])=[O:2])[CH2:9][CH2:10]1. The yield is 0.690. (3) The reactants are Br[C:2]1[CH:3]=[C:4]([CH2:8][N:9]2[C:14](=[O:15])[C:13]([C:16]([NH:18][CH2:19][C:20]([OH:22])=[O:21])=[O:17])=[C:12]([OH:23])[C:11]([CH:24]([CH3:26])[CH3:25])=[N:10]2)[CH:5]=[CH:6][CH:7]=1.[CH3:27][N:28]1[CH2:33][CH2:32][N:31]([C:34]2[CH:39]=[CH:38][C:37](B3OC(C)(C)C(C)(C)O3)=[CH:36][N:35]=2)[CH2:30][CH2:29]1.C(=O)([O-])[O-].[K+].[K+].Cl. The catalyst is O1CCOCC1.O.C1C=CC([P]([Pd]([P](C2C=CC=CC=2)(C2C=CC=CC=2)C2C=CC=CC=2)([P](C2C=CC=CC=2)(C2C=CC=CC=2)C2C=CC=CC=2)[P](C2C=CC=CC=2)(C2C=CC=CC=2)C2C=CC=CC=2)(C2C=CC=CC=2)C2C=CC=CC=2)=CC=1. The product is [OH:23][C:12]1[C:11]([CH:24]([CH3:26])[CH3:25])=[N:10][N:9]([CH2:8][C:4]2[CH:5]=[CH:6][CH:7]=[C:2]([C:37]3[CH:36]=[N:35][C:34]([N:31]4[CH2:30][CH2:29][N:28]([CH3:27])[CH2:33][CH2:32]4)=[CH:39][CH:38]=3)[CH:3]=2)[C:14](=[O:15])[C:13]=1[C:16]([NH:18][CH2:19][C:20]([OH:22])=[O:21])=[O:17]. The yield is 0.657. (4) The reactants are [F:1][C:2]1[CH:9]=[CH:8][C:5]([CH:6]=O)=[CH:4][CH:3]=1.Cl.C(=O)(O)O.[NH2:15][NH:16][C:17]([NH2:19])=[NH:18].C(=O)=O.[OH-].[K+]. No catalyst specified. The product is [F:1][C:2]1[CH:9]=[CH:8][C:5](/[CH:6]=[N:15]/[NH:16][C:17](=[NH:18])[NH2:19])=[CH:4][CH:3]=1. The yield is 0.910. (5) The reactants are [F:1][C:2]1[CH:7]=[C:6]([C:8]([O:10]C)=[O:9])[CH:5]=[CH:4][C:3]=1[C:12]1[CH:17]=[CH:16][C:15]([O:18][CH2:19][CH:20]2[CH2:25][CH2:24][N:23]([CH2:26][C:27]([F:30])([CH3:29])[CH3:28])[CH2:22][CH2:21]2)=[C:14]([F:31])[CH:13]=1.O.O[Li].O.Cl. The catalyst is C1COCC1.CO. The product is [F:1][C:2]1[CH:7]=[C:6]([C:8]([OH:10])=[O:9])[CH:5]=[CH:4][C:3]=1[C:12]1[CH:17]=[CH:16][C:15]([O:18][CH2:19][CH:20]2[CH2:21][CH2:22][N:23]([CH2:26][C:27]([F:30])([CH3:28])[CH3:29])[CH2:24][CH2:25]2)=[C:14]([F:31])[CH:13]=1. The yield is 0.970. (6) The reactants are [Br:1][CH2:2][C:3]1[CH:12]=[CH:11][C:6]([C:7](OC)=[O:8])=[CH:5][CH:4]=1.CC(C[AlH]CC(C)C)C. The catalyst is C(Cl)Cl. The product is [Br:1][CH2:2][C:3]1[CH:12]=[CH:11][C:6]([CH2:7][OH:8])=[CH:5][CH:4]=1. The yield is 1.00. (7) The reactants are [N:1]1([C:6]2[CH:18]=[CH:17][C:16]3[C:15]4[C:10](=[CH:11][CH:12]=[CH:13][CH:14]=4)[N:9](C4CCCCO4)[C:8]=3[CH:7]=2)[CH:5]=[CH:4][CH:3]=[N:2]1.CS(O)(=O)=O. The catalyst is CO. The product is [N:1]1([C:6]2[CH:18]=[CH:17][C:16]3[C:15]4[C:10](=[CH:11][CH:12]=[CH:13][CH:14]=4)[NH:9][C:8]=3[CH:7]=2)[CH:5]=[CH:4][CH:3]=[N:2]1. The yield is 0.900. (8) The reactants are [CH2:1]([NH2:5])[CH:2]([CH3:4])[CH3:3].N1C=CC=CC=1.[Br:12][CH2:13][C:14]1[CH:19]=[CH:18][C:17]([S:20](Cl)(=[O:22])=[O:21])=[CH:16][CH:15]=1. The catalyst is C(Cl)Cl. The product is [Br:12][CH2:13][C:14]1[CH:15]=[CH:16][C:17]([S:20]([NH:5][CH2:1][CH:2]([CH3:4])[CH3:3])(=[O:22])=[O:21])=[CH:18][CH:19]=1. The yield is 0.480. (9) The reactants are Br[CH2:2][C:3]([C:5]1[CH:10]=[CH:9][CH:8]=[CH:7][CH:6]=1)=O.[CH3:11][S:12][CH2:13][CH2:14][CH2:15][NH:16][C:17]([NH2:19])=[S:18].CN(C)C=O. The catalyst is O. The product is [CH3:11][S:12][CH2:13][CH2:14][CH2:15][NH:16][C:17]1[S:18][CH:2]=[C:3]([C:5]2[CH:10]=[CH:9][CH:8]=[CH:7][CH:6]=2)[N:19]=1. The yield is 0.700.